The task is: Regression. Given a peptide amino acid sequence and an MHC pseudo amino acid sequence, predict their binding affinity value. This is MHC class I binding data.. This data is from Peptide-MHC class I binding affinity with 185,985 pairs from IEDB/IMGT. (1) The peptide sequence is MKWGMEMRR. The MHC is HLA-A24:02 with pseudo-sequence HLA-A24:02. The binding affinity (normalized) is 0.0847. (2) The peptide sequence is GTEYRLTLY. The MHC is HLA-A25:01 with pseudo-sequence HLA-A25:01. The binding affinity (normalized) is 0.0847.